This data is from Full USPTO retrosynthesis dataset with 1.9M reactions from patents (1976-2016). The task is: Predict the reactants needed to synthesize the given product. (1) Given the product [O:10]=[C:7]1[N:6]([C:12]2[CH:17]=[CH:16][CH:15]=[CH:14][CH:13]=2)[C@H:5]([C:3]([O:2][CH3:1])=[O:4])[CH2:9][CH2:8]1, predict the reactants needed to synthesize it. The reactants are: [CH3:1][O:2][C:3]([CH:5]1[CH2:9][CH2:8][C:7](=[O:10])[NH:6]1)=[O:4].Br[C:12]1[CH:17]=[CH:16][CH:15]=[CH:14][CH:13]=1.CC1(C)C2C(=C(P(C3C=CC=CC=3)C3C=CC=CC=3)C=CC=2)OC2C(P(C3C=CC=CC=3)C3C=CC=CC=3)=CC=CC1=2.C(=O)([O-])[O-]. (2) Given the product [CH3:23][N:7]([C@@H:8]([C:11]1[CH:16]=[C:15]([C:17]([F:19])([F:20])[F:18])[CH:14]=[C:13]([CH3:21])[CH:12]=1)[CH:9]=[CH2:10])[S@:5]([C:2]([CH3:1])([CH3:3])[CH3:4])=[O:6], predict the reactants needed to synthesize it. The reactants are: [CH3:1][C:2]([S@@:5]([NH:7][C@@H:8]([C:11]1[CH:16]=[C:15]([C:17]([F:20])([F:19])[F:18])[CH:14]=[C:13]([CH3:21])[CH:12]=1)[CH:9]=[CH2:10])=[O:6])([CH3:4])[CH3:3].[Li+].[CH3:23][Si]([N-][Si](C)(C)C)(C)C.CI. (3) Given the product [CH:1]12[CH:10]3[CH2:11][CH:7]([CH2:8][CH2:9]3)[CH:6]1[CH:5]1[CH2:12][CH:2]2[CH:3]=[CH:4]1.[C:13]([C:16]1([CH2:23][C:24]([O:26][CH3:27])=[O:25])[CH2:21][CH:20]2[CH2:22][CH:17]1[CH:18]=[CH:19]2)([OH:15])=[O:14], predict the reactants needed to synthesize it. The reactants are: [CH:1]12[CH:10]3[CH2:11][CH:7]([CH2:8][CH2:9]3)[CH:6]1[CH:5]1[CH2:12][CH:2]2[CH:3]=[CH:4]1.[C:13]([C:16]1([CH2:23][C:24]([O:26][CH3:27])=[O:25])[CH2:21][CH:20]2[CH2:22][CH:17]1[CH:18]=[CH:19]2)([OH:15])=[O:14]. (4) Given the product [CH3:21][O:20][C:18]([CH:4]1[CH2:3][CH:2]([OH:1])[CH2:7][CH2:6][NH:5]1)=[O:19], predict the reactants needed to synthesize it. The reactants are: [OH:1][C@@H:2]1[CH2:7][CH2:6][N:5](C(OCC2C=CC=CC=2)=O)[C@H:4]([C:18]([O:20][CH3:21])=[O:19])[CH2:3]1. (5) The reactants are: [C:1]([O:5][C:6](=[O:25])[NH:7][CH:8]([C:16]1[C:20]([CH2:21][CH3:22])=[C:19](N)[N:18](C)[N:17]=1)[CH2:9]C1C=CC=CC=1)([CH3:4])([CH3:3])[CH3:2].[C:26]([O-])([O-])=[O:27].[Cs+].[Cs+].CI. Given the product [C:1]([O:5][C:6](=[O:25])[NH:7][CH:8]([C:16]1[C:20]([CH2:21][CH3:22])=[C:19]([O:27][CH3:26])[NH:18][N:17]=1)[CH3:9])([CH3:4])([CH3:3])[CH3:2], predict the reactants needed to synthesize it.